This data is from Forward reaction prediction with 1.9M reactions from USPTO patents (1976-2016). The task is: Predict the product of the given reaction. Given the reactants [C:1]1([C:7]2[CH:12]=[C:11]([NH:13]C(=O)OCC[Si](C)(C)C)[CH:10]=[C:9]([C:23]3[CH:28]=[CH:27][CH:26]=[CH:25][CH:24]=3)[N:8]=2)[CH:6]=[CH:5][CH:4]=[CH:3][CH:2]=1.O.[F-].C([N+](CCCC)(CCCC)CCCC)CCC.C1COCC1, predict the reaction product. The product is: [C:23]1([C:9]2[CH:10]=[C:11]([NH2:13])[CH:12]=[C:7]([C:1]3[CH:2]=[CH:3][CH:4]=[CH:5][CH:6]=3)[N:8]=2)[CH:28]=[CH:27][CH:26]=[CH:25][CH:24]=1.